From a dataset of Full USPTO retrosynthesis dataset with 1.9M reactions from patents (1976-2016). Predict the reactants needed to synthesize the given product. (1) Given the product [CH2:1]([O:3][C:4]([C:6]1[N:7]=[C:8]([NH:29][CH3:26])[N:9]([CH3:21])[C:10](=[O:20])[C:11]=1[O:12][CH2:13][C:14]1[CH:19]=[CH:18][CH:17]=[CH:16][CH:15]=1)=[O:5])[CH3:2], predict the reactants needed to synthesize it. The reactants are: [CH2:1]([O:3][C:4]([C:6]1[N:7]=[C:8](S(C)(=O)=O)[N:9]([CH3:21])[C:10](=[O:20])[C:11]=1[O:12][CH2:13][C:14]1[CH:19]=[CH:18][CH:17]=[CH:16][CH:15]=1)=[O:5])[CH3:2].[CH:26]([N:29](CC)C(C)C)(C)C.CN. (2) Given the product [Cl-:1].[CH:2]1([CH:15]2[CH2:24][NH2+:23][CH2:22]2)[C:14]2[N:6]([N:7]=[C:8]3[C:13]=2[CH:12]=[CH:11][CH:10]=[CH:9]3)[CH2:5][CH2:4][O:3]1, predict the reactants needed to synthesize it. The reactants are: [Cl-:1].[C@H:2]1([CH2:15][NH+](C)C)[C:14]2[N:6]([N:7]=[C:8]3[C:13]=2[CH:12]=[CH:11][CH:10]=[CH:9]3)[CH2:5][CH2:4][O:3]1.C(C1[CH2:24][N:23](C(OCCCC)=O)[CH2:22]1)=O. (3) Given the product [F:50][C:51]1[C:66]([F:67])=[CH:65][C:54]2[NH:55][C:56]([CH2:58][CH:59]3[CH2:64][CH2:63][CH2:62][CH2:61][N:60]3[C:14]([C:9]3[N:10]=[C:11]([CH3:13])[S:12][C:8]=3[C:5]3[CH:4]=[CH:3][C:2]([F:1])=[CH:7][CH:6]=3)=[O:16])=[N:57][C:53]=2[CH:52]=1, predict the reactants needed to synthesize it. The reactants are: [F:1][C:2]1[CH:7]=[CH:6][C:5]([C:8]2[S:12][C:11]([CH3:13])=[N:10][C:9]=2[C:14]([OH:16])=O)=[CH:4][CH:3]=1.CN(C(ON1N=NC2C=CC=NC1=2)=[N+](C)C)C.F[P-](F)(F)(F)(F)F.C(N(CC)C(C)C)(C)C.[F:50][C:51]1[C:66]([F:67])=[CH:65][C:54]2[NH:55][C:56]([CH2:58][CH:59]3[CH2:64][CH2:63][CH2:62][CH2:61][NH:60]3)=[N:57][C:53]=2[CH:52]=1.